From a dataset of KCNQ2 potassium channel screen with 302,405 compounds. Binary Classification. Given a drug SMILES string, predict its activity (active/inactive) in a high-throughput screening assay against a specified biological target. (1) The compound is s1c2c(CCCC2)c2c1nc(SCc1ccccc1)nc2n1ncc(c1N)C#N. The result is 0 (inactive). (2) The compound is O=C(N1CCN(CC1)c1n(c2c(n1)cccc2)CCC)N1CCCCC1. The result is 0 (inactive). (3) The molecule is Clc1cc(NC(=O)COc2ccc(cc2)/C=N\NS(=O)(=O)c2ccccc2)ccc1. The result is 0 (inactive). (4) The drug is FC(F)(F)c1[nH]c(/N=C(\Nc2cc(OC)ccc2)N)nc(=O)c1. The result is 0 (inactive).